From a dataset of Forward reaction prediction with 1.9M reactions from USPTO patents (1976-2016). Predict the product of the given reaction. (1) Given the reactants [F:1][C:2]([F:13])([F:12])[C:3](O[C:3](=[O:4])[C:2]([F:13])([F:12])[F:1])=[O:4].[OH:14][CH2:15][C@@H:16]([NH:26][C:27](=[O:29])[CH3:28])[CH2:17][C:18]1[CH:23]=[CH:22][C:21]([O:24][CH3:25])=[CH:20][CH:19]=1.CCCCCCC, predict the reaction product. The product is: [F:1][C:2]([F:13])([F:12])[C:3]([O:14][CH2:15][C@@H:16]([NH:26][C:27](=[O:29])[CH3:28])[CH2:17][C:18]1[CH:23]=[CH:22][C:21]([O:24][CH3:25])=[CH:20][CH:19]=1)=[O:4]. (2) Given the reactants [H-].[Na+].[Cl:3][C:4]1[NH:5][C:6]2[C:11]([CH:12]=1)=[CH:10][CH:9]=[CH:8][CH:7]=2.Cl[CH2:14][N:15]1[CH2:19][CH:18]([CH2:20][CH2:21][CH3:22])[CH2:17][C:16]1=[O:23].O, predict the reaction product. The product is: [Cl:3][C:4]1[N:5]([CH2:14][N:15]2[CH2:19][CH:18]([CH2:20][CH2:21][CH3:22])[CH2:17][C:16]2=[O:23])[C:6]2[C:11]([CH:12]=1)=[CH:10][CH:9]=[CH:8][CH:7]=2. (3) Given the reactants [N:1]([C@H:4]1[CH2:9][CH2:8][NH:7][CH2:6][C@H:5]1[OH:10])=[N+:2]=[N-:3].C(N(CC)C(C)C)(C)C.Br[CH2:21][CH2:22][OH:23].C(OC(N[C@@H]1CCN(CCO)C[C@@H]1C(OC)=O)=O)C1C=CC=CC=1, predict the reaction product. The product is: [N:1]([C@H:4]1[CH2:9][CH2:8][N:7]([CH2:21][CH2:22][OH:23])[CH2:6][C@H:5]1[OH:10])=[N+:2]=[N-:3]. (4) Given the reactants [CH3:1][N:2]1[CH2:8][CH:7]2[CH2:9][CH:3]1[CH2:4][N:5]([C:10]1[N:11]=[N:12][C:13]([C:16]3[CH:21]=[CH:20][CH:19]=[CH:18][CH:17]=3)=[CH:14][CH:15]=1)[CH2:6]2.O.[C:23]1([CH3:33])[CH:28]=[CH:27][C:26]([S:29]([OH:32])(=[O:31])=[O:30])=[CH:25][CH:24]=1, predict the reaction product. The product is: [CH3:1][N:2]1[CH2:8][CH:7]2[CH2:9][CH:3]1[CH2:4][N:5]([C:10]1[N:11]=[N:12][C:13]([C:16]3[CH:21]=[CH:20][CH:19]=[CH:18][CH:17]=3)=[CH:14][CH:15]=1)[CH2:6]2.[CH3:33][C:23]1[CH:28]=[CH:27][C:26]([S:29]([OH:32])(=[O:31])=[O:30])=[CH:25][CH:24]=1. (5) Given the reactants [CH3:1][N:2]1[CH:6]=[C:5]([C:7]2[CH:8]=[CH:9][C:10]3[N:11]([C:13]([SH:16])=[N:14][N:15]=3)[CH:12]=2)[CH:4]=[N:3]1.Br[C:18]1[CH:27]=[CH:26][C:25]2[N:24]=[CH:23][C:22]3[N:28]([CH3:32])[C:29](=[O:31])[O:30][C:21]=3[C:20]=2[CH:19]=1.C1(P(C2C=CC=CC=2)C2C3OC4C(=CC=CC=4P(C4C=CC=CC=4)C4C=CC=CC=4)C(C)(C)C=3C=CC=2)C=CC=CC=1.CC(C)([O-])C.[Na+], predict the reaction product. The product is: [CH3:32][N:28]1[C:22]2[CH:23]=[N:24][C:25]3[CH:26]=[CH:27][C:18]([S:16][C:13]4[N:11]5[CH:12]=[C:7]([C:5]6[CH:4]=[N:3][N:2]([CH3:1])[CH:6]=6)[CH:8]=[CH:9][C:10]5=[N:15][N:14]=4)=[CH:19][C:20]=3[C:21]=2[O:30][C:29]1=[O:31].